This data is from Forward reaction prediction with 1.9M reactions from USPTO patents (1976-2016). The task is: Predict the product of the given reaction. Given the reactants C(Cl)(=O)C(Cl)=O.[CH3:7][C:8]1[CH:9]=[C:10]([CH:14]=[CH:15][C:16]=1[N:17]1[CH2:22][CH2:21][O:20][CH2:19][CH2:18]1)[C:11]([OH:13])=O.O[N:24]=[C:25]([C:27]1[CH:32]=[CH:31][CH:30]=[CH:29][C:28]=1[O:33][C:34]([F:37])([F:36])[F:35])[NH2:26].CCN(C(C)C)C(C)C, predict the reaction product. The product is: [CH3:7][C:8]1[CH:9]=[C:10]([C:11]2[O:13][N:26]=[C:25]([C:27]3[CH:32]=[CH:31][CH:30]=[CH:29][C:28]=3[O:33][C:34]([F:35])([F:36])[F:37])[N:24]=2)[CH:14]=[CH:15][C:16]=1[N:17]1[CH2:22][CH2:21][O:20][CH2:19][CH2:18]1.